This data is from NCI-60 drug combinations with 297,098 pairs across 59 cell lines. The task is: Regression. Given two drug SMILES strings and cell line genomic features, predict the synergy score measuring deviation from expected non-interaction effect. Drug 1: CS(=O)(=O)CCNCC1=CC=C(O1)C2=CC3=C(C=C2)N=CN=C3NC4=CC(=C(C=C4)OCC5=CC(=CC=C5)F)Cl. Drug 2: CC1C(C(CC(O1)OC2CC(CC3=C2C(=C4C(=C3O)C(=O)C5=CC=CC=C5C4=O)O)(C(=O)C)O)N)O. Cell line: SR. Synergy scores: CSS=43.6, Synergy_ZIP=2.55, Synergy_Bliss=3.50, Synergy_Loewe=-11.0, Synergy_HSA=3.67.